Dataset: Forward reaction prediction with 1.9M reactions from USPTO patents (1976-2016). Task: Predict the product of the given reaction. (1) Given the reactants [N:1]1[CH:6]=[CH:5][C:4]([O:7][C:8]2[CH:9]=[C:10]([C:14]3[C:15]4[O:22][C:21]([CH:23]=O)=[CH:20][C:16]=4[CH:17]=[N:18][CH:19]=3)[CH:11]=[CH:12][CH:13]=2)=[CH:3][CH:2]=1.[CH2:25]1[S:31][C:29](=[O:30])[NH:28][C:26]1=[O:27].NCCC(O)=O, predict the reaction product. The product is: [N:1]1[CH:2]=[CH:3][C:4]([O:7][C:8]2[CH:9]=[C:10]([C:14]3[C:15]4[O:22][C:21](/[CH:23]=[C:25]5/[C:26](=[O:27])[NH:28][C:29](=[O:30])[S:31]/5)=[CH:20][C:16]=4[CH:17]=[N:18][CH:19]=3)[CH:11]=[CH:12][CH:13]=2)=[CH:5][CH:6]=1. (2) Given the reactants C([O-])([O-])=O.[Cs+].[Cs+].[SH3+].[I-].[CH2:9]([O:16][C:17]([NH:19][C@H:20]([C:26](=[O:43])[NH:27][C@H:28]1[CH2:37][CH2:36][C:31]2([O:35][CH2:34][CH2:33][O:32]2)[CH2:30][C@H:29]1[C:38]([O:40][CH2:41][CH3:42])=[O:39])[CH2:21][CH2:22][S+](C)C)=[O:18])[C:10]1[CH:15]=[CH:14][CH:13]=[CH:12][CH:11]=1, predict the reaction product. The product is: [CH2:9]([O:16][C:17]([NH:19][C@H:20]1[CH2:21][CH2:22][N:27]([C@H:28]2[CH2:37][CH2:36][C:31]3([O:35][CH2:34][CH2:33][O:32]3)[CH2:30][C@H:29]2[C:38]([O:40][CH2:41][CH3:42])=[O:39])[C:26]1=[O:43])=[O:18])[C:10]1[CH:15]=[CH:14][CH:13]=[CH:12][CH:11]=1. (3) Given the reactants [F:1][C:2]1[CH:10]=[CH:9][C:5]([C:6]([OH:8])=[O:7])=[CH:4][C:3]=1[OH:11].S(Cl)(Cl)=O.C([O-])(O)=O.[Na+].[CH2:21](O)[CH3:22], predict the reaction product. The product is: [F:1][C:2]1[CH:10]=[CH:9][C:5]([C:6]([O:8][CH2:21][CH3:22])=[O:7])=[CH:4][C:3]=1[OH:11]. (4) Given the reactants [NH2:1][CH2:2][C:3]1[C:11]2[S:10](=[O:13])(=[O:12])[N:9]=[C:8]([C:14]3[C:15](=[O:30])[N:16]([NH:25][CH2:26][CH:27]4[CH2:29][CH2:28]4)[C:17]4[C:22]([C:23]=3[OH:24])=[CH:21][CH:20]=[CH:19][CH:18]=4)[NH:7][C:6]=2[S:5][CH:4]=1.C(N(CC)CC)C.[C:38]1([CH2:44][S:45](Cl)(=[O:47])=[O:46])[CH:43]=[CH:42][CH:41]=[CH:40][CH:39]=1, predict the reaction product. The product is: [CH:27]1([CH2:26][NH:25][N:16]2[C:17]3[C:22](=[CH:21][CH:20]=[CH:19][CH:18]=3)[C:23]([OH:24])=[C:14]([C:8]3[NH:7][C:6]4[S:5][CH:4]=[C:3]([CH2:2][NH:1][S:45]([CH2:44][C:38]5[CH:43]=[CH:42][CH:41]=[CH:40][CH:39]=5)(=[O:47])=[O:46])[C:11]=4[S:10](=[O:12])(=[O:13])[N:9]=3)[C:15]2=[O:30])[CH2:28][CH2:29]1. (5) Given the reactants Cl[C:2]1[N:7]=[C:6]([C:8]2[S:12][C:11]([C:13]3[CH:18]=[CH:17][C:16]([OH:19])=[CH:15][CH:14]=3)=[N:10][C:9]=2[C:20]2[CH:21]=[C:22]([NH:26][C:27](=[O:36])[C:28]3[CH:33]=[C:32]([F:34])[CH:31]=[CH:30][C:29]=3[F:35])[CH:23]=[CH:24][CH:25]=2)[CH:5]=[CH:4][N:3]=1.CC(O)C.[Cl:41][C:42]1[CH:43]=[C:44]([NH2:54])[CH:45]=[CH:46][C:47]=1[O:48][CH2:49][CH2:50][N:51]([CH3:53])[CH3:52].Cl, predict the reaction product. The product is: [Cl:41][C:42]1[CH:43]=[C:44]([NH:54][C:2]2[N:7]=[C:6]([C:8]3[S:12][C:11]([C:13]4[CH:14]=[CH:15][C:16]([OH:19])=[CH:17][CH:18]=4)=[N:10][C:9]=3[C:20]3[CH:21]=[C:22]([NH:26][C:27](=[O:36])[C:28]4[CH:33]=[C:32]([F:34])[CH:31]=[CH:30][C:29]=4[F:35])[CH:23]=[CH:24][CH:25]=3)[CH:5]=[CH:4][N:3]=2)[CH:45]=[CH:46][C:47]=1[O:48][CH2:49][CH2:50][N:51]([CH3:52])[CH3:53]. (6) Given the reactants C(N(CC)CC)C.[F:8][C:9]1[CH:14]=[CH:13][CH:12]=[CH:11][C:10]=1[N:15]1[C:23]2[C:18](=[C:19]([N:24]3[CH2:31][C@@H:30]4[C@@H:26]([CH2:27][NH:28][CH2:29]4)[C:25]3=[O:32])[CH:20]=[CH:21][CH:22]=2)[CH:17]=[N:16]1.[CH3:33][S:34](Cl)(=[O:36])=[O:35], predict the reaction product. The product is: [F:8][C:9]1[CH:14]=[CH:13][CH:12]=[CH:11][C:10]=1[N:15]1[C:23]2[C:18](=[C:19]([N:24]3[CH2:31][C@@H:30]4[C@@H:26]([CH2:27][N:28]([S:34]([CH3:33])(=[O:36])=[O:35])[CH2:29]4)[C:25]3=[O:32])[CH:20]=[CH:21][CH:22]=2)[CH:17]=[N:16]1. (7) The product is: [CH2:1]([NH:3][CH:4]1[CH2:8][CH2:7][N:6]([C:10]2[CH:15]=[CH:14][C:13]([N+:16]([O-:18])=[O:17])=[CH:12][CH:11]=2)[CH2:5]1)[CH3:2]. Given the reactants [CH2:1]([NH:3][CH:4]1[CH2:8][CH2:7][NH:6][CH2:5]1)[CH3:2].F[C:10]1[CH:15]=[CH:14][C:13]([N+:16]([O-:18])=[O:17])=[CH:12][CH:11]=1, predict the reaction product.